This data is from Forward reaction prediction with 1.9M reactions from USPTO patents (1976-2016). The task is: Predict the product of the given reaction. (1) Given the reactants [F:1][C:2]1[C:9]([O:10][CH3:11])=[CH:8][CH:7]=[CH:6][C:3]=1[C:4]#[N:5].[B:12]1([B:12]2[O:16][C:15]([CH3:18])([CH3:17])[C:14]([CH3:20])([CH3:19])[O:13]2)[O:16][C:15]([CH3:18])([CH3:17])[C:14]([CH3:20])([CH3:19])[O:13]1, predict the reaction product. The product is: [F:1][C:2]1[C:9]([O:10][CH3:11])=[CH:8][C:7]([B:12]2[O:16][C:15]([CH3:18])([CH3:17])[C:14]([CH3:20])([CH3:19])[O:13]2)=[CH:6][C:3]=1[C:4]#[N:5]. (2) Given the reactants [CH2:1]([NH:4][C:5]1[N:6]=[C:7](Cl)[C:8]2[CH:13]=[CH:12][N:11]([CH3:14])[C:9]=2[N:10]=1)[CH2:2][CH3:3].C(=O)([O-])[O-].[K+].[K+].[CH3:22][CH:23]([NH2:25])[CH3:24].O, predict the reaction product. The product is: [CH2:1]([NH:4][C:5]1[N:6]=[C:7]([NH:25][CH:23]([CH3:24])[CH3:22])[C:8]2[CH:13]=[CH:12][N:11]([CH3:14])[C:9]=2[N:10]=1)[CH2:2][CH3:3]. (3) Given the reactants [CH3:1][N:2]1[C:10]2[C@@:9]3([CH3:14])[C:11]([CH3:13])([CH3:12])[C@H:6]([CH2:7][CH2:8]3)[C:5]=2[C:4](=[O:15])[NH:3]1.[F:16][C:17]([F:27])([F:26])[C:18]1[CH:25]=[CH:24][CH:23]=[CH:22][C:19]=1[CH2:20]Br, predict the reaction product. The product is: [CH3:1][N:2]1[C:10]2[C@@:9]3([CH3:14])[C:11]([CH3:12])([CH3:13])[C@H:6]([CH2:7][CH2:8]3)[C:5]=2[C:4](=[O:15])[N:3]1[CH2:20][C:19]1[CH:22]=[CH:23][CH:24]=[CH:25][C:18]=1[C:17]([F:16])([F:26])[F:27].